Dataset: Catalyst prediction with 721,799 reactions and 888 catalyst types from USPTO. Task: Predict which catalyst facilitates the given reaction. (1) Reactant: [OH:1][N:2]=[C:3]([C:5]1[CH:32]=[C:8]2[CH2:9][N:10]([C:14]([O:16][CH2:17][C:18]3[CH:23]=[C:22]([C:24]([F:27])([F:26])[F:25])[CH:21]=[C:20]([C:28]([F:31])([F:30])[F:29])[CH:19]=3)=[O:15])[CH2:11][CH2:12][CH2:13][N:7]2[N:6]=1)[NH2:4].[CH3:33][C:34]#N.C(Cl)(=O)C.C(N(CC)C(C)C)(C)C. Product: [CH3:33][C:34]1[O:1][N:2]=[C:3]([C:5]2[CH:32]=[C:8]3[CH2:9][N:10]([C:14]([O:16][CH2:17][C:18]4[CH:19]=[C:20]([C:28]([F:31])([F:30])[F:29])[CH:21]=[C:22]([C:24]([F:25])([F:26])[F:27])[CH:23]=4)=[O:15])[CH2:11][CH2:12][CH2:13][N:7]3[N:6]=2)[N:4]=1. The catalyst class is: 25. (2) Reactant: [CH3:1][C:2]1[C:6]([CH2:7][N:8]2[CH:12]=[C:11]([N:13]3[C:17](=[O:18])[CH2:16][NH:15][C:14]3=[O:19])[CH:10]=[N:9]2)=[C:5]([CH3:20])[O:4][N:3]=1.[CH:21](=O)[C:22]1[CH:27]=[CH:26][CH:25]=[CH:24][CH:23]=1.C([O-])(=O)C.[Na+]. Product: [CH:21](=[C:16]1/[C:17](=[O:18])[N:13]([C:11]2[CH:10]=[N:9][N:8]([CH2:7][C:6]3[C:2]([CH3:1])=[N:3][O:4][C:5]=3[CH3:20])[CH:12]=2)[C:14](=[O:19])[NH:15]/1)\[C:22]1[CH:27]=[CH:26][CH:25]=[CH:24][CH:23]=1. The catalyst class is: 86. (3) Reactant: [CH2:1]([O:3][C:4](=[O:25])[CH2:5][C:6]([N:8]1[CH2:14][CH2:13][CH2:12][N:11](C(OCC2C=CC=CC=2)=O)[CH2:10][CH2:9]1)=[O:7])[CH3:2].[H][H]. Product: [N:8]1([C:6](=[O:7])[CH2:5][C:4]([O:3][CH2:1][CH3:2])=[O:25])[CH2:14][CH2:13][CH2:12][NH:11][CH2:10][CH2:9]1. The catalyst class is: 261. (4) Reactant: Br[CH:2]([CH2:19][Br:20])[CH2:3][O:4][C:5]1[CH:6]=[N:7][CH:8]=[CH:9][C:10]=1[O:11]CC1C=CC=CC=1.[NH4+].[Cl-].C(C(C(C([O-])=O)O)O)([O-])=O.[Na+].[K+]. Product: [Br:20][CH2:19][CH:2]1[CH2:3][O:4][C:5]2[CH:6]=[N:7][CH:8]=[CH:9][C:10]=2[O:11]1. The catalyst class is: 2. (5) Reactant: [C:1]([N:4]1[CH2:9][CH2:8][N:7]([CH2:10][CH2:11][N:12]([C:20]#[CH:21])[C:13](=[O:19])[O:14][C:15]([CH3:18])([CH3:17])[CH3:16])[CH2:6][CH2:5]1)(=[O:3])[CH3:2].CCCC[N+](CCCC)(CCCC)CCCC.[F-].[N:40]([CH2:43][C:44]1[CH:49]=[CH:48][C:47]([Cl:50])=[C:46]([Cl:51])[CH:45]=1)=[N+:41]=[N-:42].CCN(C(C)C)C(C)C. Product: [C:1]([N:4]1[CH2:5][CH2:6][N:7]([CH2:10][CH2:11][N:12]([C:20]2[N:42]=[N:41][N:40]([CH2:43][C:44]3[CH:49]=[CH:48][C:47]([Cl:50])=[C:46]([Cl:51])[CH:45]=3)[CH:21]=2)[C:13](=[O:19])[O:14][C:15]([CH3:16])([CH3:17])[CH3:18])[CH2:8][CH2:9]1)(=[O:3])[CH3:2]. The catalyst class is: 356. (6) Reactant: [H-].[Na+].[NH2:3][C:4]1[C:13]2[C:8](=[C:9]([O:16][CH2:17][CH:18]3[CH2:20][CH2:19]3)[C:10]([O:14][CH3:15])=[CH:11][CH:12]=2)[O:7][C:6](=[O:21])[C:5]=1[CH2:22][CH3:23].[Cl:24][C:25]1[CH:26]=[N:27][CH:28]=[C:29]([Cl:32])[C:30]=1Cl.OP([O-])(O)=O.[K+]. Product: [CH:18]1([CH2:17][O:16][C:9]2[C:10]([O:14][CH3:15])=[CH:11][CH:12]=[C:13]3[C:8]=2[O:7][C:6](=[O:21])[C:5]([CH2:22][CH3:23])=[C:4]3[NH:3][C:30]2[C:29]([Cl:32])=[CH:28][N:27]=[CH:26][C:25]=2[Cl:24])[CH2:19][CH2:20]1. The catalyst class is: 16. (7) Reactant: [CH:1]([C:3]1[CH:10]=[CH:9][C:6]([C:7]#[N:8])=[CH:5][C:4]=1[O:11][CH3:12])=O.[CH3:13][C:14](=[O:19])[CH2:15][C:16](=[O:18])[CH3:17].C(O)(=O)C.N1CCCCC1. Product: [C:16]([C:15]([C:14](=[O:19])[CH3:13])=[CH:1][C:3]1[CH:10]=[CH:9][C:6]([C:7]#[N:8])=[CH:5][C:4]=1[O:11][CH3:12])(=[O:18])[CH3:17]. The catalyst class is: 4.